From a dataset of Forward reaction prediction with 1.9M reactions from USPTO patents (1976-2016). Predict the product of the given reaction. (1) Given the reactants [CH:1]1([CH2:4][O:5][C:6]2[N:11]=[C:10]([C:12]([OH:14])=O)[CH:9]=[N:8][C:7]=2[N:15]2[CH2:18][C:17]([F:20])([F:19])[CH2:16]2)[CH2:3][CH2:2]1.Cl.[CH3:22][C:23]1[O:27][N:26]=[C:25]([C:28]2([NH2:32])[CH2:31][CH2:30][CH2:29]2)[N:24]=1, predict the reaction product. The product is: [CH3:22][C:23]1[O:27][N:26]=[C:25]([C:28]2([NH:32][C:12]([C:10]3[CH:9]=[N:8][C:7]([N:15]4[CH2:18][C:17]([F:20])([F:19])[CH2:16]4)=[C:6]([O:5][CH2:4][CH:1]4[CH2:2][CH2:3]4)[N:11]=3)=[O:14])[CH2:31][CH2:30][CH2:29]2)[N:24]=1. (2) Given the reactants [CH3:1][NH2:2].[C:3]([C:5]1[CH:10]=[CH:9][C:8]([CH:11]2[C:20]3[C:19](=[O:21])[CH2:18][CH2:17][CH2:16][C:15]=3[N:14]([C:22]3[CH:27]=[CH:26][CH:25]=[C:24]([C:28]([F:31])([F:30])[F:29])[CH:23]=3)[C:13](=[O:32])[N:12]2[C:33](OC2C=CC([N+]([O-])=O)=CC=2)=[O:34])=[C:7]([S:45]([CH3:48])(=[O:47])=[O:46])[CH:6]=1)#[N:4], predict the reaction product. The product is: [C:3]([C:5]1[CH:10]=[CH:9][C:8]([CH:11]2[C:20]3[C:19](=[O:21])[CH2:18][CH2:17][CH2:16][C:15]=3[N:14]([C:22]3[CH:27]=[CH:26][CH:25]=[C:24]([C:28]([F:29])([F:31])[F:30])[CH:23]=3)[C:13](=[O:32])[N:12]2[C:33]([NH:2][CH3:1])=[O:34])=[C:7]([S:45]([CH3:48])(=[O:46])=[O:47])[CH:6]=1)#[N:4]. (3) Given the reactants [B-](F)(F)(F)[CH:2]=[CH2:3].[K+].C1(P(C2C=CC=CC=2)C2C=CC=CC=2)C=CC=CC=1.Br[C:28]1[C:33]([F:34])=[CH:32][C:31]([S:35]([N:38]([C:43]2[CH:48]=[CH:47][C:46]([CH3:49])=[CH:45][C:44]=2[CH3:50])[CH2:39][CH:40]([CH3:42])[CH3:41])(=[O:37])=[O:36])=[CH:30][C:29]=1[F:51].C(=O)([O-])[O-].[Cs+].[Cs+], predict the reaction product. The product is: [CH3:50][C:44]1[CH:45]=[C:46]([CH3:49])[CH:47]=[CH:48][C:43]=1[N:38]([CH2:39][CH:40]([CH3:42])[CH3:41])[S:35]([C:31]1[CH:32]=[C:33]([F:34])[C:28]([CH:2]=[CH2:3])=[C:29]([F:51])[CH:30]=1)(=[O:37])=[O:36]. (4) Given the reactants [Cl:1][C:2]1[CH:7]=[C:6]([C:8]#[C:9][C:10]2[N:11]=[C:12]([CH3:23])[N:13]([C:15]3[CH:20]=[C:19]([F:21])[CH:18]=[C:17]([F:22])[CH:16]=3)[CH:14]=2)[CH:5]=[CH:4][N:3]=1.[CH:24]([N-]C(C)C)(C)C.[Li+].IC, predict the reaction product. The product is: [Cl:1][C:2]1[CH:7]=[C:6]([C:8]#[C:9][C:10]2[N:11]=[C:12]([CH3:23])[N:13]([C:15]3[CH:20]=[C:19]([F:21])[CH:18]=[C:17]([F:22])[CH:16]=3)[C:14]=2[CH3:24])[CH:5]=[CH:4][N:3]=1. (5) Given the reactants [CH3:1][N:2]([CH3:16])[C:3]1[C:12]2[C:7](=[CH:8][CH:9]=[CH:10][CH:11]=2)[C:6](C(O)=O)=[CH:5][CH:4]=1.C1(P(N=[N+]=[N-])(C2C=CC=CC=2)=[O:24])C=CC=CC=1.C([N:36]([CH2:39]C)CC)C.[NH2:41][CH:42]1[N:48]=[C:47]([C:49]2[CH:54]=[CH:53][CH:52]=[CH:51][CH:50]=2)[C:46]2[CH:55]=[C:56]([Cl:59])[CH:57]=[CH:58][C:45]=2[N:44]([CH3:60])[C:43]1=[O:61], predict the reaction product. The product is: [Cl:59][C:56]1[CH:57]=[CH:58][C:45]2[N:44]([CH3:60])[C:43](=[O:61])[CH:42]([NH:41][C:39]([NH:36][C:6]3[C:7]4[C:12](=[CH:11][CH:10]=[CH:9][CH:8]=4)[C:3]([N:2]([CH3:1])[CH3:16])=[CH:4][CH:5]=3)=[O:24])[N:48]=[C:47]([C:49]3[CH:50]=[CH:51][CH:52]=[CH:53][CH:54]=3)[C:46]=2[CH:55]=1. (6) Given the reactants C(C1C=CC(NC2C(F)=CN=C(NC3C=CC4OC(C(O)=O)CC=4C=3)N=2)=CC=1)(C)(C)C.[CH2:32]1[CH2:41][O:40][C:39]2[CH:38]=[CH:37][C:36]([NH:42][C:43]3[C:48]([F:49])=[CH:47][N:46]=[C:45]([NH:50][C:51]4[CH:52]=[CH:53][C:54]5[O:58][C:57]([C:59]([O:61]C)=[O:60])=[CH:56][C:55]=5[CH:63]=4)[N:44]=3)=[CH:35][C:34]=2[O:33]1.[Li+].[OH-], predict the reaction product. The product is: [CH2:32]1[CH2:41][O:40][C:39]2[CH:38]=[CH:37][C:36]([NH:42][C:43]3[C:48]([F:49])=[CH:47][N:46]=[C:45]([NH:50][C:51]4[CH:52]=[CH:53][C:54]5[O:58][C:57]([C:59]([OH:61])=[O:60])=[CH:56][C:55]=5[CH:63]=4)[N:44]=3)=[CH:35][C:34]=2[O:33]1.